From a dataset of Full USPTO retrosynthesis dataset with 1.9M reactions from patents (1976-2016). Predict the reactants needed to synthesize the given product. (1) The reactants are: CCN(CC)CC.[NH2:8][C:9]1[CH:14]=[C:13]([C:15]([F:18])([F:17])[F:16])[CH:12]=[CH:11][C:10]=1[C:19](=O)[CH3:20].[CH2:22]([O:24][C:25](=[O:30])[CH2:26][C:27](Cl)=[O:28])[CH3:23].CCOC(C)=O.CCCCCC. Given the product [CH2:22]([O:24][C:25]([C:26]1[C:27]([OH:28])=[N:8][C:9]2[C:10]([C:19]=1[CH3:20])=[CH:11][CH:12]=[C:13]([C:15]([F:18])([F:17])[F:16])[CH:14]=2)=[O:30])[CH3:23], predict the reactants needed to synthesize it. (2) Given the product [OH:15][CH2:14][CH2:13][C:12]([NH:11][C:9](=[O:10])[O:8][CH2:1][C:2]1[CH:7]=[CH:6][CH:5]=[CH:4][CH:3]=1)([CH3:19])[CH3:18], predict the reactants needed to synthesize it. The reactants are: [CH2:1]([O:8][C:9]([NH:11][C:12]([CH3:19])([CH3:18])[CH2:13][C:14](OC)=[O:15])=[O:10])[C:2]1[CH:7]=[CH:6][CH:5]=[CH:4][CH:3]=1.[Li+].[BH4-]. (3) Given the product [C:1]([N:5]1[CH2:32][CH2:31][CH2:30][CH2:29][C:8]2[C:9]([C:37]3[CH2:38][CH2:39][O:34][CH2:35][CH:36]=3)=[C:10]3[C:19]4[CH:18]=[C:17]([C:20]5[CH:21]=[N:22][CH:23]=[CH:24][CH:25]=5)[C:16]([O:26][CH3:27])=[CH:15][C:14]=4[CH2:13][CH2:12][N:11]3[C:7]=2[C:6]1=[O:33])([CH3:4])([CH3:3])[CH3:2], predict the reactants needed to synthesize it. The reactants are: [C:1]([N:5]1[CH2:32][CH2:31][CH2:30][CH2:29][C:8]2[C:9](Br)=[C:10]3[C:19]4[CH:18]=[C:17]([C:20]5[CH:21]=[N:22][CH:23]=[CH:24][CH:25]=5)[C:16]([O:26][CH3:27])=[CH:15][C:14]=4[CH2:13][CH2:12][N:11]3[C:7]=2[C:6]1=[O:33])([CH3:4])([CH3:3])[CH3:2].[O:34]1[CH2:39][CH:38]=[C:37](B2OC(C)(C)C(C)(C)O2)[CH2:36][CH2:35]1.C([O-])([O-])=O.[K+].[K+]. (4) Given the product [CH3:1][O:2][C:3]1[CH:12]=[C:11]2[C:6]([CH2:7][C:8]([CH3:13])([CH3:14])[NH:9][CH2:10]2)=[CH:5][C:4]=1[OH:15], predict the reactants needed to synthesize it. The reactants are: [CH3:1][O:2][C:3]1[CH:12]=[C:11]2[C:6]([CH2:7][C:8]([CH3:14])([CH3:13])[N:9]=[CH:10]2)=[CH:5][C:4]=1[OH:15].[BH4-].[Na+].O.Cl. (5) Given the product [N:37]1([CH2:36][CH2:35][O:34][C:33]2[CH:43]=[CH:44][C:30]([CH2:29][N:18]3[C:17]4[C:16]5[CH:22]=[CH:23][CH:24]=[CH:25][C:15]=5[S:14][CH2:13][C:12]=4[C:11]4[C:19]3=[CH:20][CH:21]=[C:9]([OH:8])[CH:10]=4)=[CH:31][CH:32]=2)[CH2:42][CH2:41][CH2:40][CH2:39][CH2:38]1, predict the reactants needed to synthesize it. The reactants are: [H-].[Na+].C([Si](C)(C)[O:8][C:9]1[CH:10]=[C:11]2[C:19](=[CH:20][CH:21]=1)[NH:18][C:17]1[C:16]3[CH:22]=[CH:23][CH:24]=[CH:25][C:15]=3[S:14][CH2:13][C:12]2=1)(C)(C)C.Cl[CH2:29][C:30]1[CH:44]=[CH:43][C:33]([O:34][CH2:35][CH2:36][N:37]2[CH2:42][CH2:41][CH2:40][CH2:39][CH2:38]2)=[CH:32][CH:31]=1. (6) Given the product [CH3:1][O:2]/[N:3]=[C:4](/[C:15]1[CH:20]=[CH:19][CH:18]=[CH:17][CH:16]=1)\[CH2:5][O:6][C:7]1[CH:12]=[CH:11][C:10]([CH2:13][O:14][C:22]2[CH:27]=[CH:26][C:25]([CH2:28][CH2:29][C:30]([OH:32])=[O:31])=[CH:24][CH:23]=2)=[CH:9][CH:8]=1, predict the reactants needed to synthesize it. The reactants are: [CH3:1][O:2]/[N:3]=[C:4](/[C:15]1[CH:20]=[CH:19][CH:18]=[CH:17][CH:16]=1)\[CH2:5][O:6][C:7]1[CH:12]=[CH:11][C:10]([CH2:13][OH:14])=[CH:9][CH:8]=1.O[C:22]1[CH:27]=[CH:26][C:25]([CH2:28][CH2:29][C:30]([O:32]C)=[O:31])=[CH:24][CH:23]=1. (7) Given the product [Cl:21][C:18]1[CH:17]=[CH:16][C:15]([CH2:14][N:13]([C@@H:10]2[CH2:11][CH2:12][NH:8][CH2:9]2)[C:27]([NH2:26])=[O:28])=[CH:20][CH:19]=1, predict the reactants needed to synthesize it. The reactants are: C(OC([N:8]1[CH2:12][CH2:11][C@@H:10]([NH:13][CH2:14][C:15]2[CH:20]=[CH:19][C:18]([Cl:21])=[CH:17][CH:16]=2)[CH2:9]1)=O)(C)(C)C.C[Si]([N:26]=[C:27]=[O:28])(C)C. (8) Given the product [CH2:37]([O:36][C:35](=[O:40])[NH:34][C:31]1[CH:30]=[CH:29][C:28]([C:2]2[C:7]([C:8]([F:11])([F:10])[F:9])=[CH:6][C:5]([NH:12][C:13]3[N:17]=[C:16]([NH2:18])[NH:15][N:14]=3)=[CH:4][C:3]=2[Cl:19])=[CH:33][CH:32]=1)[CH2:38][CH3:39], predict the reactants needed to synthesize it. The reactants are: Br[C:2]1[C:7]([C:8]([F:11])([F:10])[F:9])=[CH:6][C:5]([NH:12][C:13]2[N:17]=[C:16]([NH2:18])[NH:15][N:14]=2)=[CH:4][C:3]=1[Cl:19].CC1(C)C(C)(C)OB([C:28]2[CH:33]=[CH:32][C:31]([NH:34][C:35](=[O:40])[O:36][CH2:37][CH2:38][CH3:39])=[CH:30][CH:29]=2)O1.C([O-])([O-])=O.[Cs+].[Cs+]. (9) Given the product [NH2:1][C:4]1[CH:12]=[CH:11][CH:10]=[C:9]2[C:5]=1[CH2:6][CH2:7][CH:8]2[N:13]1[CH:18]=[CH:17][CH:16]=[C:15]([C:19]([NH:21][C:22]2[CH:27]=[CH:26][N:25]=[CH:24][CH:23]=2)=[O:20])[C:14]1=[O:28], predict the reactants needed to synthesize it. The reactants are: [N+:1]([C:4]1[CH:12]=[CH:11][CH:10]=[C:9]2[C:5]=1[CH2:6][CH2:7][CH:8]2[N:13]1[CH:18]=[CH:17][CH:16]=[C:15]([C:19]([NH:21][C:22]2[CH:27]=[CH:26][N:25]=[CH:24][CH:23]=2)=[O:20])[C:14]1=[O:28])([O-])=O.Cl[Sn]Cl.O.